From a dataset of Forward reaction prediction with 1.9M reactions from USPTO patents (1976-2016). Predict the product of the given reaction. (1) Given the reactants [Cl:1][C:2]1[S:6][C:5]([C:7]([NH:9][CH2:10][C@@H:11]2[O:15][C:14](=[O:16])[N:13]([C:17]3[CH:22]=[CH:21][C:20]([N:23]4[CH2:28][CH2:27][O:26][CH2:25][C:24]4=[O:29])=[CH:19][CH:18]=3)[CH2:12]2)=[O:8])=[CH:4][CH:3]=1.[OH2:30].Cl(O)(=O)(=O)=O, predict the reaction product. The product is: [ClH:1].[NH2:9][CH2:10][CH2:11][O:30][CH2:5][C:7]([N:9]([CH2:10][C@@H:11]1[O:15][C:14](=[O:16])[N:13]([C:17]2[CH:18]=[CH:19][C:20]([N:23]3[CH2:28][CH2:27][O:26][CH2:25][C:24]3=[O:29])=[CH:21][CH:22]=2)[CH2:12]1)[C:7]([C:5]1[S:6][C:2]([Cl:1])=[CH:3][CH:4]=1)=[O:8])=[O:8]. (2) Given the reactants Br[C:2]1[C:10]2[C:9]([NH:11][C:12]3[CH:13]=[C:14]4[C:18](=[CH:19][CH:20]=3)[NH:17][N:16]=[CH:15]4)=[N:8][CH:7]=[N:6][C:5]=2[NH:4][CH:3]=1.CC1(C)C(C)(C)OB([C:29]2[CH2:30][CH2:31][O:32][CH2:33][CH:34]=2)O1, predict the reaction product. The product is: [O:32]1[CH2:31][CH:30]=[C:29]([C:2]2[C:10]3[C:9]([NH:11][C:12]4[CH:13]=[C:14]5[C:18](=[CH:19][CH:20]=4)[NH:17][N:16]=[CH:15]5)=[N:8][CH:7]=[N:6][C:5]=3[NH:4][CH:3]=2)[CH2:34][CH2:33]1.